From a dataset of Catalyst prediction with 721,799 reactions and 888 catalyst types from USPTO. Predict which catalyst facilitates the given reaction. (1) Reactant: [C:1]([C:3]1[CH:8]=[CH:7][C:6]([OH:9])=[C:5]([F:10])[CH:4]=1)#[N:2].C([O-])([O-])=O.[K+].[K+].[Br:17][CH2:18][CH2:19][CH2:20]Br. Product: [Br:17][CH2:18][CH2:19][CH2:20][O:9][C:6]1[CH:7]=[CH:8][C:3]([C:1]#[N:2])=[CH:4][C:5]=1[F:10]. The catalyst class is: 3. (2) Reactant: [OH-].[K+].[C:3]([O:7][CH:8]([C:14]1[C:18]([C:19]2[CH:20]=[CH:21][C:22]3[O:27][CH2:26][CH2:25][CH2:24][C:23]=3[CH:28]=2)=[C:17]([Cl:29])[S:16][C:15]=1[CH3:30])[C:9]([O:11]CC)=[O:10])([CH3:6])([CH3:5])[CH3:4]. Product: [C:3]([O:7][CH:8]([C:14]1[C:18]([C:19]2[CH:20]=[CH:21][C:22]3[O:27][CH2:26][CH2:25][CH2:24][C:23]=3[CH:28]=2)=[C:17]([Cl:29])[S:16][C:15]=1[CH3:30])[C:9]([OH:11])=[O:10])([CH3:6])([CH3:5])[CH3:4]. The catalyst class is: 24. (3) Reactant: [CH3:1][O:2][C:3]([CH:5]1[CH2:9][O:8][C:7]([CH:10]2[CH2:15][CH2:14][N:13]([C:16]([O:18][C:19]([CH3:22])([CH3:21])[CH3:20])=[O:17])[CH2:12][CH2:11]2)=[N:6]1)=[O:4].N12CCCN=C1CCCCC2.BrC(Cl)(Cl)Cl. The catalyst class is: 4. Product: [CH3:1][O:2][C:3]([C:5]1[N:6]=[C:7]([CH:10]2[CH2:15][CH2:14][N:13]([C:16]([O:18][C:19]([CH3:22])([CH3:21])[CH3:20])=[O:17])[CH2:12][CH2:11]2)[O:8][CH:9]=1)=[O:4]. (4) Reactant: [Cl:1][C:2]1[CH:7]=[CH:6][C:5]([NH:8][C:9]2[NH:10][C:11]([C:14]3[CH:19]=[CH:18][C:17]([OH:20])=[CH:16][CH:15]=3)=[N:12][N:13]=2)=[CH:4][C:3]=1[C:21]([F:24])([F:23])[F:22].C([O-])([O-])=O.[Cs+].[Cs+].Cl[C:32]1([NH2:39])[CH:37]=[CH:36][N:35]=[C:34]([NH2:38])[NH:33]1. Product: [Cl:1][C:2]1[CH:7]=[CH:6][C:5]([NH:8][C:9]2[NH:10][C:11]([C:14]3[CH:15]=[CH:16][C:17]([O:20][C:36]4[N:35]=[C:34]([NH2:38])[N:33]=[C:32]([NH2:39])[CH:37]=4)=[CH:18][CH:19]=3)=[N:12][N:13]=2)=[CH:4][C:3]=1[C:21]([F:22])([F:23])[F:24]. The catalyst class is: 169. (5) Reactant: [C:1]([CH:5]1[CH2:14][CH2:13][C:12]2[N:11]=[C:10]([S:15]([CH2:17][C:18]#[N:19])=[O:16])[C:9]([C:20]#[N:21])=[CH:8][C:7]=2[CH2:6]1)([CH3:4])([CH3:3])[CH3:2].[H-].[Na+]. Product: [NH2:21][C:20]1[C:9]2[C:10](=[N:11][C:12]3[CH2:13][CH2:14][CH:5]([C:1]([CH3:4])([CH3:2])[CH3:3])[CH2:6][C:7]=3[CH:8]=2)[S:15](=[O:16])[C:17]=1[C:18]#[N:19]. The catalyst class is: 1. (6) Reactant: Cl[C:2]1[C:11]2[C:6](=[CH:7][CH:8]=[C:9]([C:12]3[CH:17]=[CH:16][C:15]([O:18][CH3:19])=[C:14]([O:20][CH3:21])[CH:13]=3)[CH:10]=2)[N:5]=[CH:4][N:3]=1.[NH:22]1[CH:26]=[CH:25][CH:24]=[N:23]1. Product: [CH3:21][O:20][C:14]1[CH:13]=[C:12]([C:9]2[CH:10]=[C:11]3[C:6](=[CH:7][CH:8]=2)[N:5]=[CH:4][N:3]=[C:2]3[N:22]2[CH:26]=[CH:25][CH:24]=[N:23]2)[CH:17]=[CH:16][C:15]=1[O:18][CH3:19]. The catalyst class is: 3. (7) Reactant: C[O:2][C:3](=[O:27])[C:4]1[CH:9]=[CH:8][C:7]([F:10])=[C:6]([CH:11]([C:14](=[O:25])[NH:15][CH2:16][C:17]2[CH:22]=[CH:21][C:20]([C:23]#[N:24])=[CH:19][CH:18]=2)[O:12][CH3:13])[C:5]=1[F:26].O[Li].O. Product: [C:23]([C:20]1[CH:21]=[CH:22][C:17]([CH2:16][NH:15][C:14]([CH:11]([O:12][CH3:13])[C:6]2[C:5]([F:26])=[C:4]([CH:9]=[CH:8][C:7]=2[F:10])[C:3]([OH:27])=[O:2])=[O:25])=[CH:18][CH:19]=1)#[N:24]. The catalyst class is: 87.